Dataset: Full USPTO retrosynthesis dataset with 1.9M reactions from patents (1976-2016). Task: Predict the reactants needed to synthesize the given product. (1) Given the product [CH3:13][O:12][C:10]([C:3]1[C:2]([NH:1][C:25]([C:18]2[C:19]3[C:24](=[CH:23][CH:22]=[CH:21][CH:20]=3)[C:15]([CH3:14])=[CH:16][CH:17]=2)=[O:26])=[N:7][CH:6]=[C:5]([O:8][CH3:9])[N:4]=1)=[O:11], predict the reactants needed to synthesize it. The reactants are: [NH2:1][C:2]1[C:3]([C:10]([O:12][CH3:13])=[O:11])=[N:4][C:5]([O:8][CH3:9])=[CH:6][N:7]=1.[CH3:14][C:15]1[C:24]2[C:19](=[CH:20][CH:21]=[CH:22][CH:23]=2)[C:18]([C:25](Cl)=[O:26])=[CH:17][CH:16]=1.N1C=CC=CC=1. (2) Given the product [CH:5]12[NH:8][CH:1]([CH2:7][CH2:6]1)[CH2:2][N:3]([C:16]([O:18][C:19]1([C:23]([F:26])([F:24])[F:25])[CH2:22][CH2:21][CH2:20]1)=[O:17])[CH2:4]2, predict the reactants needed to synthesize it. The reactants are: [CH:1]12[N:8](C(OC(C)(C)C)=O)[CH:5]([CH2:6][CH2:7]1)[CH2:4][N:3]([C:16]([O:18][C:19]1([C:23]([F:26])([F:25])[F:24])[CH2:22][CH2:21][CH2:20]1)=[O:17])[CH2:2]2.Cl.O1CCOCC1. (3) Given the product [Si:1]([O:8][CH:9]1[CH2:14][CH2:13][C:12](=[O:15])[CH:11]([CH3:16])[CH2:10]1)([C:4]([CH3:7])([CH3:6])[CH3:5])([CH3:3])[CH3:2], predict the reactants needed to synthesize it. The reactants are: [Si:1]([O:8][CH:9]1[CH2:14][CH2:13][C:12](=[O:15])[CH2:11][CH2:10]1)([C:4]([CH3:7])([CH3:6])[CH3:5])([CH3:3])[CH3:2].[CH3:16][Si]([N-][Si](C)(C)C)(C)C.[Li+].IC. (4) Given the product [F:8][C:9]1[C:14]([F:15])=[CH:13][CH:12]=[CH:11][C:10]=1[C@H:16]1[CH2:22][N:21]2[C:23]([CH2:26][C:27]([F:30])([F:28])[F:29])=[CH:24][N:25]=[C:20]2[C@H:19]([NH:31][C:33]([N:45]2[CH2:46][CH2:47][CH:48]([C:51]3[C:52](=[O:57])[NH:53][N:54]=[CH:55][CH:56]=3)[CH2:49][CH2:50]2)=[O:34])[CH2:18][CH2:17]1, predict the reactants needed to synthesize it. The reactants are: C(N(CC)CC)C.[F:8][C:9]1[C:14]([F:15])=[CH:13][CH:12]=[CH:11][C:10]=1[C@H:16]1[CH2:22][N:21]2[C:23]([CH2:26][C:27]([F:30])([F:29])[F:28])=[CH:24][N:25]=[C:20]2[C@H:19]([NH2:31])[CH2:18][CH2:17]1.Cl[C:33](OC1C=CC([N+]([O-])=O)=CC=1)=[O:34].[NH:45]1[CH2:50][CH2:49][CH:48]([C:51]2[C:52](=[O:57])[NH:53][N:54]=[CH:55][CH:56]=2)[CH2:47][CH2:46]1.C(=O)([O-])[O-].[Na+].[Na+]. (5) Given the product [CH3:3][O:4][C:5]1[CH:6]=[C:7]2[C:15](=[CH:16][CH:17]=1)[N:14]([CH3:22])[C:13]1[C:12]3[CH:18]=[CH:19][CH:20]=[N:21][C:11]=3[S:10][CH2:9][C:8]2=1, predict the reactants needed to synthesize it. The reactants are: [H-].[Na+].[CH3:3][O:4][C:5]1[CH:6]=[C:7]2[C:15](=[CH:16][CH:17]=1)[NH:14][C:13]1[C:12]3[CH:18]=[CH:19][CH:20]=[N:21][C:11]=3[S:10][CH2:9][C:8]2=1.[CH3:22]I. (6) Given the product [CH:23]([C@@H:20]1[CH2:21][CH2:22][C@@H:17]([CH3:29])[CH2:18][C@H:19]1[C:26]([NH:1][CH2:2][CH2:15][CH2:14][O:7][C:8]1[CH:9]=[CH:10][CH:11]=[CH:12][C:13]=1[CH3:31])=[O:27])([CH3:25])[CH3:24], predict the reactants needed to synthesize it. The reactants are: [N:1]1C=CC=C[CH:2]=1.[O:7]([CH2:14][CH2:15]N)[C:8]1[CH:13]=[CH:12][CH:11]=[CH:10][CH:9]=1.[CH:17]1([CH3:29])[CH2:22][CH2:21][CH:20]([CH:23]([CH3:25])[CH3:24])[CH:19]([C:26](Cl)=[O:27])[CH2:18]1.O1CCC[CH2:31]1. (7) The reactants are: [C:1]12([C:11]([NH:13][NH:14][C:15]([NH:17][CH2:18][CH2:19][CH2:20][CH2:21][OH:22])=[S:16])=O)[CH2:10][CH:5]3[CH2:6][CH:7]([CH2:9][CH:3]([CH2:4]3)[CH2:2]1)[CH2:8]2.[OH-].[Na+].N#N.Cl. Given the product [C:1]12([C:11]3[N:17]([CH2:18][CH2:19][CH2:20][CH2:21][OH:22])[C:15]([SH:16])=[N:14][N:13]=3)[CH2:10][CH:5]3[CH2:6][CH:7]([CH2:9][CH:3]([CH2:4]3)[CH2:2]1)[CH2:8]2, predict the reactants needed to synthesize it.